This data is from Reaction yield outcomes from USPTO patents with 853,638 reactions. The task is: Predict the reaction yield, written as a fraction of the theoretical maximum amount of product (1.0 means a 100% yield; for example, 0.34 means a 34% yield). (1) The reactants are [Cl:1][C:2]1[N:7]=[N:6][C:5]([NH2:8])=[CH:4][CH:3]=1.C(=O)(O)[O-].[Na+].[Br:14]Br. The catalyst is CO. The product is [Br:14][C:4]1[CH:3]=[C:2]([Cl:1])[N:7]=[N:6][C:5]=1[NH2:8]. The yield is 0.500. (2) The reactants are [CH2:1]([O:8][C:9]1[CH:14]=[CH:13][N:12]([C:15]2[CH:16]=[CH:17][C:18]3[C:19]4[CH2:28][N:27]([C:29](=[O:32])[CH2:30][Cl:31])[CH2:26][CH2:25][C:20]=4[N:21]([CH3:24])[C:22]=3[CH:23]=2)[C:11](=[O:33])[CH:10]=1)[C:2]1[CH:7]=[CH:6][CH:5]=[CH:4][CH:3]=1.[NH:34]1[CH2:38][CH2:37][CH2:36][CH2:35]1. The catalyst is CC#N. The product is [ClH:31].[ClH:31].[CH2:1]([O:8][C:9]1[CH:14]=[CH:13][N:12]([C:15]2[CH:16]=[CH:17][C:18]3[C:19]4[CH2:28][N:27]([C:29](=[O:32])[CH2:30][N:34]5[CH2:38][CH2:37][CH2:36][CH2:35]5)[CH2:26][CH2:25][C:20]=4[N:21]([CH3:24])[C:22]=3[CH:23]=2)[C:11](=[O:33])[CH:10]=1)[C:2]1[CH:7]=[CH:6][CH:5]=[CH:4][CH:3]=1. The yield is 0.970. (3) The reactants are Cl[C:2]1[N:3]([C@@H:15]2[O:21][C@H:20]([CH2:22][OH:23])[C@@H:18]([OH:19])[C@H:16]2[OH:17])[C:4]2[C:9]([C:10]=1[CH:11]=[O:12])=[CH:8][C:7]([Cl:13])=[C:6]([Cl:14])[CH:5]=2.CO.C(Cl)(Cl)Cl.CO.O. The catalyst is C(N)(C)C.CO. The product is [Cl:13][C:7]1[CH:8]=[C:9]2[C:4](=[CH:5][C:6]=1[Cl:14])[N:3]([C@@H:15]1[O:21][C@H:20]([CH2:22][OH:23])[C@@H:18]([OH:19])[C@H:16]1[OH:17])[C:2]([NH:3][CH:4]([CH3:9])[CH3:5])=[C:10]2[CH:11]=[O:12]. The yield is 0.420. (4) The reactants are [N+:1]([C:4]1[CH:8]=[C:7]([C:9]([O-:11])=[O:10])[NH:6][N:5]=1)([O-:3])=[O:2].[C:12](=O)([O-])[O-].[Cs+].[Cs+].[Br:18][CH2:19][CH2:20]Br. The catalyst is CN(C=O)C.ClCCl.O. The product is [Br:18][CH2:19][CH2:20][N:6]1[C:7]([C:9]([O:11][CH3:12])=[O:10])=[CH:8][C:4]([N+:1]([O-:3])=[O:2])=[N:5]1. The yield is 1.00. (5) The reactants are Cl.[CH:2]([C:5]1[CH:15]=[CH:14][CH:13]=[CH:12][C:6]=1[O:7][CH2:8][CH2:9][NH:10][CH3:11])([CH3:4])[CH3:3].CCN(CC)CC.[N:23]([C:26]1[CH:35]=[CH:34][CH:33]=[CH:32][C:27]=1[C:28]([O:30][CH3:31])=[O:29])=[C:24]=[O:25]. The catalyst is C(Cl)Cl.O. The product is [CH:2]([C:5]1[CH:15]=[CH:14][CH:13]=[CH:12][C:6]=1[O:7][CH2:8][CH2:9][N:10]([CH3:11])[C:24](=[O:25])[NH:23][C:26]1[CH:35]=[CH:34][CH:33]=[CH:32][C:27]=1[C:28]([O:30][CH3:31])=[O:29])([CH3:4])[CH3:3]. The yield is 0.590. (6) The reactants are [F:1][C:2]1[CH:30]=[CH:29][CH:28]=[CH:27][C:3]=1[O:4][C:5]1[CH:10]=[CH:9][C:8]([C:11]2[C:19]3[C:14](=[N:15][CH:16]=[N:17][C:18]=3[NH2:20])[N:13]([CH2:21][C@H:22]3[CH2:26][CH2:25][CH2:24][NH:23]3)[N:12]=2)=[CH:7][CH:6]=1.N1(C(N2C=CN=C2)=O)C=CN=C1.[C:43]([CH2:45][C:46](O)=[O:47])#[N:44]. The catalyst is ClCCl. The product is [NH2:20][C:18]1[N:17]=[CH:16][N:15]=[C:14]2[N:13]([CH2:21][C@H:22]3[CH2:26][CH2:25][CH2:24][N:23]3[C:46](=[O:47])[CH2:45][C:43]#[N:44])[N:12]=[C:11]([C:8]3[CH:7]=[CH:6][C:5]([O:4][C:3]4[CH:27]=[CH:28][CH:29]=[CH:30][C:2]=4[F:1])=[CH:10][CH:9]=3)[C:19]=12. The yield is 0.430. (7) The reactants are [Si]([O:8][CH:9]1[CH:15]2[CH:13]([O:14]2)[CH2:12][N:11]([C:16]([O:18][CH2:19][CH3:20])=[O:17])[CH2:10]1)(C(C)(C)C)(C)C.CCCC[N+](CCCC)(CCCC)CCCC.[F-].O. The catalyst is C1COCC1. The product is [OH:8][CH:9]1[CH:15]2[CH:13]([O:14]2)[CH2:12][N:11]([C:16]([O:18][CH2:19][CH3:20])=[O:17])[CH2:10]1. The yield is 0.750. (8) The reactants are F[C:2]1[CH:3]=[CH:4][C:5]([O:11][CH3:12])=[C:6]([B:8]([OH:10])[OH:9])[CH:7]=1.BrC1C=C([Cl:20])C=CC=1OC.[Li]CCCC.COB(OC)OC. The product is [Cl:20][C:2]1[CH:3]=[CH:4][C:5]([O:11][CH3:12])=[C:6]([B:8]([OH:10])[OH:9])[CH:7]=1. The yield is 0.770. No catalyst specified. (9) The reactants are C1COCC1.C([O:9][CH:10]([CH:14]([C:16]1[CH:21]=[CH:20][CH:19]=[C:18]([C:22](=[O:42])[C:23](=[C:33]2[NH:37][C:36]3[CH:38]=[CH:39][CH:40]=[CH:41][C:35]=3[NH:34]2)[C:24]([C:26]2[CH:31]=[CH:30][CH:29]=[C:28]([F:32])[CH:27]=2)=[O:25])[CH:17]=1)[OH:15])[CH:11]([OH:13])[CH3:12])(=O)C.[OH-].[Na+].[Cl-].[NH4+]. The catalyst is CO. The product is [NH:34]1[C:35]2[CH:41]=[CH:40][CH:39]=[CH:38][C:36]=2[NH:37][C:33]1=[C:23]([C:22]([C:18]1[CH:19]=[CH:20][CH:21]=[C:16]([CH:14]([OH:15])[CH:10]([OH:9])[CH:11]([OH:13])[CH3:12])[CH:17]=1)=[O:42])[C:24]([C:26]1[CH:31]=[CH:30][CH:29]=[C:28]([F:32])[CH:27]=1)=[O:25]. The yield is 0.370. (10) The catalyst is C1(C)C=CC=CC=1. The product is [Br:31][C:32]1[CH:37]=[CH:36][C:35]([O:11][CH:8]2[CH2:9][CH2:10][C:5]3([CH2:1][CH2:2][CH2:3][CH2:4]3)[CH2:6][CH2:7]2)=[CH:34][CH:33]=1. The yield is 0.720. The reactants are [CH2:1]1[C:5]2([CH2:10][CH2:9][CH:8]([OH:11])[CH2:7][CH2:6]2)[CH2:4][CH2:3][CH2:2]1.C1C=CC(P(C2C=CC=CC=2)C2C=CC=CC=2)=CC=1.[Br:31][C:32]1[CH:37]=[CH:36][C:35](O)=[CH:34][CH:33]=1.CC(OC(/N=N/C(OC(C)C)=O)=O)C.